Dataset: Full USPTO retrosynthesis dataset with 1.9M reactions from patents (1976-2016). Task: Predict the reactants needed to synthesize the given product. (1) Given the product [C:1]1([CH3:8])[CH:2]=[CH:3][CH:4]=[CH:5][C:6]=1[C:19]1[CH:20]=[CH:21][CH:22]=[CH:23][C:18]=1[CH2:17][O:14][CH2:11][C:2]1[CH:3]=[CH:4][CH:5]=[CH:6][C:1]=1[C:8]1[CH:5]=[CH:6][CH:1]=[CH:2][C:3]=1[CH3:4], predict the reactants needed to synthesize it. The reactants are: [C:1]1([CH3:8])[C:6](O)=[CH:5][CH:4]=[CH:3][CH:2]=1.[I-].[K+].[C:11](=[O:14])([O-])[O-].[Na+].[Na+].[CH2:17](Cl)[C:18]1[CH:23]=[CH:22][CH:21]=[CH:20][CH:19]=1. (2) Given the product [CH:1]1([N:7]2[C:12]([OH:13])=[C:11]([C:37]([NH:36][CH2:39][C:40]([OH:42])=[O:41])=[O:38])[C:10](=[O:14])[N:9]([CH2:15][C:16]3[CH:17]=[CH:18][C:19]([C:22]([CH3:23])([CH3:25])[CH3:24])=[CH:20][CH:21]=3)[C:8]2=[O:26])[CH2:2][CH2:3][CH2:4][CH2:5][CH2:6]1, predict the reactants needed to synthesize it. The reactants are: [CH:1]1([N:7]2[C:12](=[O:13])[CH2:11][C:10](=[O:14])[N:9]([CH2:15][C:16]3[CH:21]=[CH:20][C:19]([C:22]([CH3:25])([CH3:24])[CH3:23])=[CH:18][CH:17]=3)[C:8]2=[O:26])[CH2:6][CH2:5][CH2:4][CH2:3][CH2:2]1.C(N(C(C)C)CC)(C)C.[N:36]([CH2:39][C:40]([O:42]CC)=[O:41])=[C:37]=[O:38]. (3) Given the product [C:22]12([CH2:32][NH:33][C:19]([C:9]3[C:10]4[CH:11]=[C:12]([Cl:4])[C:13]([CH3:18])=[N:14][C:15]=4[CH:16]=[CH:17][CH:8]=3)=[O:21])[CH2:29][CH:28]3[CH2:27][CH:26]([CH2:25][CH:24]([CH2:30]3)[CH2:23]1)[CH2:31]2, predict the reactants needed to synthesize it. The reactants are: C(Cl)(=O)C([Cl:4])=O.Cl[C:8]1[CH:17]=[CH:16][C:15]2[N:14]=[C:13]([CH3:18])[CH:12]=[CH:11][C:10]=2[C:9]=1[C:19]([OH:21])=O.[C:22]12([CH2:32][NH2:33])[CH2:31][CH:26]3[CH2:27][CH:28]([CH2:30][CH:24]([CH2:25]3)[CH2:23]1)[CH2:29]2.C(N(CC)CC)C. (4) Given the product [C:81](=[N:94][C:39]1[CH:38]=[CH:37][C:36]([F:42])=[C:35]([C@:30]2([CH:32]([F:34])[F:33])[CH2:29][CH2:28][S:27](=[O:44])(=[O:43])[CH2:26][C:25]([NH:24][C:9]([C:16]3[CH:21]=[CH:20][C:19]([O:22][CH3:23])=[CH:18][CH:17]=3)([C:6]3[CH:7]=[CH:8][C:3]([O:2][CH3:1])=[CH:4][CH:5]=3)[C:10]3[CH:15]=[CH:14][CH:13]=[CH:12][CH:11]=3)=[N:31]2)[CH:40]=1)([C:88]1[CH:89]=[CH:90][CH:91]=[CH:92][CH:93]=1)[C:82]1[CH:87]=[CH:86][CH:85]=[CH:84][CH:83]=1, predict the reactants needed to synthesize it. The reactants are: [CH3:1][O:2][C:3]1[CH:8]=[CH:7][C:6]([C:9]([NH:24][C:25]2[CH2:26][S:27](=[O:44])(=[O:43])[CH2:28][CH2:29][C@:30]([C:35]3[CH:40]=[C:39](Br)[CH:38]=[CH:37][C:36]=3[F:42])([CH:32]([F:34])[F:33])[N:31]=2)([C:16]2[CH:21]=[CH:20][C:19]([O:22][CH3:23])=[CH:18][CH:17]=2)[C:10]2[CH:15]=[CH:14][CH:13]=[CH:12][CH:11]=2)=[CH:5][CH:4]=1.CC(C)([O-])C.[Na+].C(P(C(C)(C)C)C1C=CC=CC=1C1C(C(C)C)=CC(C(C)C)=CC=1C(C)C)(C)(C)C.[C:81](=[NH:94])([C:88]1[CH:93]=[CH:92][CH:91]=[CH:90][CH:89]=1)[C:82]1[CH:87]=[CH:86][CH:85]=[CH:84][CH:83]=1. (5) The reactants are: [Cl:1][C:2]1[CH:3]=[C:4]([C:8]#[C:9][CH:10]([N:13]2[CH2:18][CH2:17][NH:16][CH2:15][CH2:14]2)[CH2:11][CH3:12])[CH:5]=[CH:6][CH:7]=1.C(N(CC)CC)C.[CH3:26][CH2:27][CH2:28][O:29][C:30](Cl)=[O:31]. Given the product [CH2:28]([O:29][C:30]([N:16]1[CH2:15][CH2:14][N:13]([CH:10]([CH2:11][CH3:12])[C:9]#[C:8][C:4]2[CH:5]=[CH:6][CH:7]=[C:2]([Cl:1])[CH:3]=2)[CH2:18][CH2:17]1)=[O:31])[CH2:27][CH3:26], predict the reactants needed to synthesize it. (6) Given the product [CH3:15][N:16]([N:11]=[N:1][C:2]1[C:3]([C:7]([O:9][CH3:10])=[O:8])=[CH:4][S:5][CH:6]=1)[CH3:17], predict the reactants needed to synthesize it. The reactants are: [NH2:1][C:2]1[C:3]([C:7]([O:9][CH3:10])=[O:8])=[CH:4][S:5][CH:6]=1.[N:11]([O-])=O.[Na+].[CH3:15][NH:16][CH3:17].